This data is from Peptide-MHC class II binding affinity with 134,281 pairs from IEDB. The task is: Regression. Given a peptide amino acid sequence and an MHC pseudo amino acid sequence, predict their binding affinity value. This is MHC class II binding data. The peptide sequence is VSSDQSALSEFIKFA. The MHC is DRB1_0301 with pseudo-sequence DRB1_0301. The binding affinity (normalized) is 0.485.